From a dataset of Catalyst prediction with 721,799 reactions and 888 catalyst types from USPTO. Predict which catalyst facilitates the given reaction. Reactant: [Cl:1][C:2]1[CH:17]=[CH:16][C:15]([Cl:18])=[CH:14][C:3]=1[O:4][C:5]1[N:13]=[CH:12][CH:11]=[CH:10][C:6]=1[C:7]([OH:9])=O.[CH3:19][N:20]1[C:29]2[C:24](=[CH:25][CH:26]=[CH:27][CH:28]=2)[NH:23][CH2:22][CH2:21]1.C(N(C(C)C)C(C)C)C.CN(C(ON1N=NC2C=CC=NC1=2)=[N+](C)C)C.F[P-](F)(F)(F)(F)F. Product: [Cl:1][C:2]1[CH:17]=[CH:16][C:15]([Cl:18])=[CH:14][C:3]=1[O:4][C:5]1[C:6]([C:7]([N:23]2[C:24]3[C:29](=[CH:28][CH:27]=[CH:26][CH:25]=3)[N:20]([CH3:19])[CH2:21][CH2:22]2)=[O:9])=[CH:10][CH:11]=[CH:12][N:13]=1. The catalyst class is: 3.